This data is from Full USPTO retrosynthesis dataset with 1.9M reactions from patents (1976-2016). The task is: Predict the reactants needed to synthesize the given product. (1) Given the product [C:19]1([CH2:18][O:17][C:5]2[CH:4]=[CH:3][C:2]([C:33]3[CH:34]=[N:35][NH:36][CH:37]=3)=[CH:16][C:6]=2[C:7]([NH:9][C:10]2[CH:11]=[N:12][CH:13]=[CH:14][CH:15]=2)=[O:8])[CH:24]=[CH:23][CH:22]=[CH:21][CH:20]=1, predict the reactants needed to synthesize it. The reactants are: Br[C:2]1[CH:3]=[CH:4][C:5]([O:17][CH2:18][C:19]2[CH:24]=[CH:23][CH:22]=[CH:21][CH:20]=2)=[C:6]([CH:16]=1)[C:7]([NH:9][C:10]1[CH:11]=[N:12][CH:13]=[CH:14][CH:15]=1)=[O:8].CC1(C)C(C)(C)OB([C:33]2[CH:34]=[N:35][N:36](C(OC(C)(C)C)=O)[CH:37]=2)O1.C(=O)([O-])[O-].[Na+].[Na+]. (2) Given the product [C:1]([C:3]1[CH:4]=[C:5]([CH:9]=[C:10]([F:12])[CH:11]=1)[C:6]([O:8][CH3:14])=[O:7])#[N:2], predict the reactants needed to synthesize it. The reactants are: [C:1]([C:3]1[CH:4]=[C:5]([CH:9]=[C:10]([F:12])[CH:11]=1)[C:6]([OH:8])=[O:7])#[N:2].[Si](C=[N+]=[N-])(C)(C)[CH3:14]. (3) Given the product [NH2:21][C:20]1[N:12]([C:9]2[CH:8]=[CH:7][C:6]([CH:4]([OH:5])[C:3]([F:14])([F:15])[F:2])=[CH:11][CH:10]=2)[N:13]=[C:18]([CH:17]([CH3:23])[CH3:16])[CH:19]=1, predict the reactants needed to synthesize it. The reactants are: Cl.[F:2][C:3]([F:15])([F:14])[CH:4]([C:6]1[CH:11]=[CH:10][C:9]([NH:12][NH2:13])=[CH:8][CH:7]=1)[OH:5].[CH3:16][CH:17]([CH3:23])[C:18](=O)[CH2:19][C:20]#[N:21].Cl.